Dataset: Peptide-MHC class I binding affinity with 185,985 pairs from IEDB/IMGT. Task: Regression. Given a peptide amino acid sequence and an MHC pseudo amino acid sequence, predict their binding affinity value. This is MHC class I binding data. (1) The peptide sequence is FTARIIIFS. The MHC is HLA-A03:01 with pseudo-sequence HLA-A03:01. The binding affinity (normalized) is 0.0847. (2) The peptide sequence is IIGFFLVTY. The MHC is HLA-A30:01 with pseudo-sequence HLA-A30:01. The binding affinity (normalized) is 0.0847.